From a dataset of Full USPTO retrosynthesis dataset with 1.9M reactions from patents (1976-2016). Predict the reactants needed to synthesize the given product. (1) Given the product [CH2:1]([C@H:8]1[CH2:9][N:10]([C:14]2[CH:19]=[CH:18][C:17]([O:20][CH3:21])=[C:16]([O:22][CH:23]3[CH2:25][CH2:24]3)[CH:15]=2)[CH2:11][CH2:12][N:13]1[C:29](=[O:28])[CH2:30][C:31]1[NH:35][CH:34]=[N:33][N:32]=1)[C:2]1[CH:3]=[CH:4][CH:5]=[CH:6][CH:7]=1, predict the reactants needed to synthesize it. The reactants are: [CH2:1]([C@@H:8]1[NH:13][CH2:12][CH2:11][N:10]([C:14]2[CH:19]=[CH:18][C:17]([O:20][CH3:21])=[C:16]([O:22][CH:23]3[CH2:25][CH2:24]3)[CH:15]=2)[CH2:9]1)[C:2]1[CH:7]=[CH:6][CH:5]=[CH:4][CH:3]=1.C([O:28][C:29](=O)[CH2:30][C:31]1[NH:35][CH:34]=[N:33][N:32]=1)C. (2) The reactants are: [CH3:1][S:2]([O:5][C:6]1[CH:11]=[C:10]([CH2:12]Br)[CH:9]=[C:8]([O:14][S:15]([CH3:18])(=[O:17])=[O:16])[CH:7]=1)(=[O:4])=[O:3].[F:19][C:20]([F:43])([F:42])[C:21]1[CH:22]=[C:23]([CH2:27][C:28]2[C:36]3[C:31](=[CH:32][CH:33]=[CH:34][CH:35]=3)[NH:30][C:29]=2[C:37]([O:39][CH2:40][CH3:41])=[O:38])[CH:24]=[CH:25][CH:26]=1.C([O-])([O-])=O.[K+].[K+].O. Given the product [CH3:1][S:2]([O:5][C:6]1[CH:11]=[C:10]([CH2:12][N:30]2[C:31]3[C:36](=[CH:35][CH:34]=[CH:33][CH:32]=3)[C:28]([CH2:27][C:23]3[CH:24]=[CH:25][CH:26]=[C:21]([C:20]([F:43])([F:42])[F:19])[CH:22]=3)=[C:29]2[C:37]([O:39][CH2:40][CH3:41])=[O:38])[CH:9]=[C:8]([O:14][S:15]([CH3:18])(=[O:17])=[O:16])[CH:7]=1)(=[O:4])=[O:3], predict the reactants needed to synthesize it. (3) Given the product [CH2:12]([O:14][C:15](=[O:25])[CH2:16][C@@H:17]([NH:24][C:2]1[C:7]([N+:8]([O-:10])=[O:9])=[CH:6][CH:5]=[C:4]([Cl:11])[N:3]=1)[C:18]1[CH:19]=[CH:20][CH:21]=[CH:22][CH:23]=1)[CH3:13], predict the reactants needed to synthesize it. The reactants are: Cl[C:2]1[C:7]([N+:8]([O-:10])=[O:9])=[CH:6][CH:5]=[C:4]([Cl:11])[N:3]=1.[CH2:12]([O:14][C:15](=[O:25])[CH2:16][C@@H:17]([NH2:24])[C:18]1[CH:23]=[CH:22][CH:21]=[CH:20][CH:19]=1)[CH3:13].CCN(C(C)C)C(C)C.O.